Dataset: Reaction yield outcomes from USPTO patents with 853,638 reactions. Task: Predict the reaction yield, written as a fraction of the theoretical maximum amount of product (1.0 means a 100% yield; for example, 0.34 means a 34% yield). The reactants are [CH:1]1([N:6]2[C:11]3[N:12]=[C:13]([S:16][CH3:17])[N:14]=[CH:15][C:10]=3[CH:9]=[C:8]([CH2:18][O:19][CH3:20])[C:7]2=[O:21])[CH2:5][CH2:4][CH2:3][CH2:2]1.C1(S(N2C(C3C=CC=CC=3)O2)(=O)=[O:29])C=CC=CC=1. The catalyst is ClCCl. The product is [CH:1]1([N:6]2[C:11]3[N:12]=[C:13]([S:16]([CH3:17])=[O:29])[N:14]=[CH:15][C:10]=3[CH:9]=[C:8]([CH2:18][O:19][CH3:20])[C:7]2=[O:21])[CH2:2][CH2:3][CH2:4][CH2:5]1. The yield is 0.537.